This data is from Catalyst prediction with 721,799 reactions and 888 catalyst types from USPTO. The task is: Predict which catalyst facilitates the given reaction. (1) Reactant: [Cl:1][C:2]1[C:6]([Cl:7])=[C:5]([CH3:8])[NH:4][C:3]=1[C:9]([NH:11][C@@H:12]1[CH2:17][CH2:16][N:15]([C:18]2[S:19][C:20]([C:29]([O:31]C)=[O:30])=[C:21]([C:23]3[N:27]([CH3:28])[N:26]=[CH:25][N:24]=3)[N:22]=2)[CH2:14][C@@H:13]1[O:33][CH2:34][CH:35]=[CH2:36])=[O:10].[OH-].[Na+]. Product: [Cl:1][C:2]1[C:6]([Cl:7])=[C:5]([CH3:8])[NH:4][C:3]=1[C:9]([NH:11][C@@H:12]1[CH2:17][CH2:16][N:15]([C:18]2[S:19][C:20]([C:29]([OH:31])=[O:30])=[C:21]([C:23]3[N:27]([CH3:28])[N:26]=[CH:25][N:24]=3)[N:22]=2)[CH2:14][C@@H:13]1[O:33][CH2:34][CH:35]=[CH2:36])=[O:10]. The catalyst class is: 5. (2) Reactant: O=P(Cl)(Cl)[Cl:3].[Cl:6][C:7]1[CH:12]=[C:11]([O:13][CH:14]([F:16])[F:15])[CH:10]=[CH:9][C:8]=1[C:17]1[CH:18]([N+:24]([O-:26])=[O:25])[C:19](=O)[N:20]=[CH:21][CH:22]=1. Product: [Cl:3][CH:19]1[CH:18]([N+:24]([O-:26])=[O:25])[C:17]([C:8]2[CH:9]=[CH:10][C:11]([O:13][CH:14]([F:16])[F:15])=[CH:12][C:7]=2[Cl:6])=[CH:22][CH:21]=[N:20]1. The catalyst class is: 3.